Dataset: Reaction yield outcomes from USPTO patents with 853,638 reactions. Task: Predict the reaction yield, written as a fraction of the theoretical maximum amount of product (1.0 means a 100% yield; for example, 0.34 means a 34% yield). (1) The reactants are [Br:1][C:2]1[CH:3]=[C:4]([NH:10][C:11]2[CH:16]=[CH:15][C:14]([N:17]3[CH2:22][CH2:21][NH:20][CH2:19][CH2:18]3)=[CH:13][N:12]=2)[C:5](=[O:9])[N:6]([CH3:8])[CH:7]=1.[O:23]1[CH2:26][C:25](=O)[CH2:24]1.[BH3-]C#N.[Na+].O. The catalyst is CO.[Cl-].[Zn+2].[Cl-]. The product is [Br:1][C:2]1[CH:3]=[C:4]([NH:10][C:11]2[CH:16]=[CH:15][C:14]([N:17]3[CH2:22][CH2:21][N:20]([CH:25]4[CH2:26][O:23][CH2:24]4)[CH2:19][CH2:18]3)=[CH:13][N:12]=2)[C:5](=[O:9])[N:6]([CH3:8])[CH:7]=1. The yield is 0.610. (2) The reactants are Cl.[Cl:2][C:3]1[C:8]([Cl:9])=[CH:7][CH:6]=[CH:5][C:4]=1[N:10]1[CH2:15][CH2:14][NH:13][CH2:12][CH2:11]1.C(N(CC)CC)C.[F:23][C:24]1[C:25]([O:35][CH2:36][CH2:37][CH2:38][CH:39]=O)=[N:26][C:27]2[NH:28][C:29](=[O:34])[CH2:30][CH2:31][C:32]=2[CH:33]=1.[BH-](OC(C)=O)(OC(C)=O)OC(C)=O.[Na+].CCOC(C)=O.ClC(Cl)C. The catalyst is ClCCCl. The product is [Cl:2][C:3]1[C:8]([Cl:9])=[CH:7][CH:6]=[CH:5][C:4]=1[N:10]1[CH2:15][CH2:14][N:13]([CH2:39][CH2:38][CH2:37][CH2:36][O:35][C:25]2[N:26]=[C:27]3[C:32]([CH2:31][CH2:30][C:29](=[O:34])[NH:28]3)=[CH:33][C:24]=2[F:23])[CH2:12][CH2:11]1. The yield is 0.530. (3) The reactants are Br[CH2:2][C:3]1[C:12]([Cl:13])=[N:11][CH:10]=[CH:9][C:4]=1[C:5]([O:7]C)=O.Cl.[F:15][C:16]1[CH:17]=[C:18]([CH:28]([NH2:30])[CH3:29])[CH:19]=[N:20][C:21]=1[O:22][CH2:23][C:24]([F:27])([F:26])[F:25]. No catalyst specified. The product is [Cl:13][C:12]1[C:3]2[CH2:2][N:30]([CH:28]([C:18]3[CH:19]=[N:20][C:21]([O:22][CH2:23][C:24]([F:26])([F:27])[F:25])=[C:16]([F:15])[CH:17]=3)[CH3:29])[C:5](=[O:7])[C:4]=2[CH:9]=[CH:10][N:11]=1. The yield is 0.470. (4) The reactants are [CH3:1][O:2][C:3]1[C:8]2[N:9]=[C:10]([NH:12][C:13](=[O:22])[C:14]3[CH:19]=[CH:18][C:17]([CH2:20][NH2:21])=[CH:16][CH:15]=3)[S:11][C:7]=2[C:6]([N:23]2[CH2:28][CH2:27][O:26][CH2:25][CH2:24]2)=[CH:5][CH:4]=1.[CH:29]1([C:33](Cl)=[O:34])[CH2:32][CH2:31][CH2:30]1. No catalyst specified. The product is [CH:29]1([C:33]([NH:21][CH2:20][C:17]2[CH:18]=[CH:19][C:14]([C:13]([NH:12][C:10]3[S:11][C:7]4[C:6]([N:23]5[CH2:28][CH2:27][O:26][CH2:25][CH2:24]5)=[CH:5][CH:4]=[C:3]([O:2][CH3:1])[C:8]=4[N:9]=3)=[O:22])=[CH:15][CH:16]=2)=[O:34])[CH2:32][CH2:31][CH2:30]1. The yield is 0.520.